From a dataset of NCI-60 drug combinations with 297,098 pairs across 59 cell lines. Regression. Given two drug SMILES strings and cell line genomic features, predict the synergy score measuring deviation from expected non-interaction effect. Synergy scores: CSS=21.2, Synergy_ZIP=0.732, Synergy_Bliss=-1.01, Synergy_Loewe=-25.0, Synergy_HSA=-4.65. Cell line: 786-0. Drug 1: CNC(=O)C1=NC=CC(=C1)OC2=CC=C(C=C2)NC(=O)NC3=CC(=C(C=C3)Cl)C(F)(F)F. Drug 2: CCC1(C2=C(COC1=O)C(=O)N3CC4=CC5=C(C=CC(=C5CN(C)C)O)N=C4C3=C2)O.Cl.